From a dataset of Catalyst prediction with 721,799 reactions and 888 catalyst types from USPTO. Predict which catalyst facilitates the given reaction. (1) Reactant: [N:1]1[N:2]=[C:3]([C:10]2[CH:19]=[CH:18][C:17]3[C:12](=[C:13]([O:21][C@H:22]4[C@@H:28]([F:29])[CH2:27][CH2:26][N:25](C(OC(C)(C)C)=O)[CH2:24][CH2:23]4)[CH:14]=[C:15]([F:20])[CH:16]=3)[N:11]=2)[N:4]2[CH:9]=[CH:8][CH:7]=[CH:6][C:5]=12.Cl. Product: [N:1]1[N:2]=[C:3]([C:10]2[CH:19]=[CH:18][C:17]3[C:12](=[C:13]([O:21][C@H:22]4[C@@H:28]([F:29])[CH2:27][CH2:26][NH:25][CH2:24][CH2:23]4)[CH:14]=[C:15]([F:20])[CH:16]=3)[N:11]=2)[N:4]2[CH:9]=[CH:8][CH:7]=[CH:6][C:5]=12. The catalyst class is: 22. (2) The catalyst class is: 38. Product: [CH3:9][C:8]1[C:2]2[C:45]3[N:52]=[CH:51][CH:50]=[CH:49][C:46]=3[C:47]([NH2:48])=[N:4][C:3]=2[CH:5]=[CH:6][CH:7]=1. Reactant: Br[C:2]1[C:8]([CH3:9])=[CH:7][CH:6]=[CH:5][C:3]=1[NH2:4].CC1(C)C(C)(C)OBO1.C1CCC(P(C2C(C3C=CC=CC=3)=CC=CC=2)C2CCCCC2)CC1.Cl[C:45]1[N:52]=[CH:51][CH:50]=[CH:49][C:46]=1[C:47]#[N:48].C(=O)([O-])[O-].[K+].[K+].[H-].[Na+].